This data is from Full USPTO retrosynthesis dataset with 1.9M reactions from patents (1976-2016). The task is: Predict the reactants needed to synthesize the given product. (1) Given the product [C:38]1([C:36]2[N:35]=[C:34]([C:48]3[C:57]4[C:52](=[CH:53][CH:54]=[CH:55][CH:56]=4)[CH:51]=[CH:50][CH:49]=3)[N:33]=[C:32]([C:13]3[CH:18]=[CH:17][C:16]([C:19]4[CH:24]=[CH:23][C:22]([C:3]5[CH:2]=[CH:1][CH:6]=[CH:5][CH:4]=5)=[CH:21][CH:20]=4)=[CH:15][CH:14]=3)[N:37]=2)[C:47]2[C:42](=[CH:43][CH:44]=[CH:45][CH:46]=2)[CH:41]=[CH:40][CH:39]=1, predict the reactants needed to synthesize it. The reactants are: [CH3:1][CH2:2][CH2:3][CH2:4][CH2:5][CH3:6].C([Li])CCC.Br[C:13]1[CH:18]=[CH:17][C:16]([C:19]2[CH:24]=[CH:23][CH:22]=[CH:21][CH:20]=2)=[CH:15][CH:14]=1.BrC1C=CC([C:32]2[N:37]=[C:36]([C:38]3[C:47]4[C:42](=[CH:43][CH:44]=[CH:45][CH:46]=4)[CH:41]=[CH:40][CH:39]=3)[N:35]=[C:34]([C:48]3[C:57]4[C:52](=[CH:53][CH:54]=[CH:55][CH:56]=4)[CH:51]=[CH:50][CH:49]=3)[N:33]=2)=CC=1. (2) Given the product [Cl:11][C:9]1[CH:8]=[C:7]([C:12](=[O:14])[CH3:16])[N:6]=[C:29]([C:27](=[O:28])[CH3:26])[CH:31]=1, predict the reactants needed to synthesize it. The reactants are: COC(C1C=[C:9]([Cl:11])[CH:8]=[C:7]([C:12]([O:14]C)=O)[N:6]=1)=O.[CH3:16]NCCNC.C[Al](C)C.[C:26](O)(=O)[CH:27]([CH:29]([C:31](O)=O)O)[OH:28]. (3) Given the product [Cl-:1].[CH3:16][C:9]1[N:7]2[N:8]=[C:3]([CH2:2][P+:23]([C:24]3[CH:25]=[CH:26][CH:27]=[CH:28][CH:29]=3)([C:30]3[CH:35]=[CH:34][CH:33]=[CH:32][CH:31]=3)[C:17]3[CH:18]=[CH:19][CH:20]=[CH:21][CH:22]=3)[CH:4]=[CH:5][C:6]2=[N:11][C:10]=1[C:12]([F:15])([F:14])[F:13], predict the reactants needed to synthesize it. The reactants are: [Cl:1][CH2:2][C:3]1[CH:4]=[CH:5][C:6]2[N:7]([C:9]([CH3:16])=[C:10]([C:12]([F:15])([F:14])[F:13])[N:11]=2)[N:8]=1.[C:17]1([P:23]([C:30]2[CH:35]=[CH:34][CH:33]=[CH:32][CH:31]=2)[C:24]2[CH:29]=[CH:28][CH:27]=[CH:26][CH:25]=2)[CH:22]=[CH:21][CH:20]=[CH:19][CH:18]=1. (4) Given the product [C:29]([N:18]1[CH2:19][CH2:20][CH2:21][C@@H:16]([O:15][C:5]2[C:4]([CH:1]3[CH2:2][CH2:3]3)=[CH:13][C:8]([C:9]([O:11][CH3:12])=[O:10])=[C:7]([F:14])[CH:6]=2)[CH2:17]1)(=[O:31])[CH3:30], predict the reactants needed to synthesize it. The reactants are: [CH:1]1([C:4]2[C:5]([O:15][C@@H:16]3[CH2:21][CH2:20][CH2:19][NH:18][CH2:17]3)=[CH:6][C:7]([F:14])=[C:8]([CH:13]=2)[C:9]([O:11][CH3:12])=[O:10])[CH2:3][CH2:2]1.C(N(CC)CC)C.[C:29](OC(=O)C)(=[O:31])[CH3:30]. (5) Given the product [CH3:13][C:14]1([C:24]2[CH:5]=[CH:4][CH:2]=[CH:3][CH:9]=2)[CH:16]([CH:17]=[C:18]([CH3:19])[CH3:20])[CH:15]1[C:21]([OH:23])=[O:22], predict the reactants needed to synthesize it. The reactants are: C[C:2]1(C)[CH:4]([CH:5]=C(Cl)Cl)[CH:3]1[C:9](O)=O.[CH3:13][C:14]1([CH3:24])[CH:16]([CH:17]=[C:18]([CH3:20])[CH3:19])[CH:15]1[C:21]([OH:23])=[O:22].